From a dataset of TCR-epitope binding with 47,182 pairs between 192 epitopes and 23,139 TCRs. Binary Classification. Given a T-cell receptor sequence (or CDR3 region) and an epitope sequence, predict whether binding occurs between them. (1) The epitope is ISDYDYYRY. The TCR CDR3 sequence is CASSQDLESSYGYTF. Result: 0 (the TCR does not bind to the epitope). (2) The epitope is PROT_97E67BCC. The TCR CDR3 sequence is CASSVLASGLGEQYF. Result: 1 (the TCR binds to the epitope). (3) The epitope is NLDSKVGGNY. The TCR CDR3 sequence is CSASEDYSTDTQYF. Result: 1 (the TCR binds to the epitope). (4) The epitope is YLNTLTLAV. The TCR CDR3 sequence is CSVEGQGANTGELFF. Result: 0 (the TCR does not bind to the epitope). (5) The epitope is YVLDHLIVV. The TCR CDR3 sequence is CATSRDLDNGRQFF. Result: 1 (the TCR binds to the epitope). (6) The epitope is NYSGVVTTVMF. The TCR CDR3 sequence is CASTPKWVAVNSGNTIYF. Result: 1 (the TCR binds to the epitope).